From a dataset of KCNQ2 potassium channel screen with 302,405 compounds. Binary Classification. Given a drug SMILES string, predict its activity (active/inactive) in a high-throughput screening assay against a specified biological target. The drug is O=C(NC(c1ccc(C(C)C)cc1)C)C1CCCC1. The result is 1 (active).